This data is from Full USPTO retrosynthesis dataset with 1.9M reactions from patents (1976-2016). The task is: Predict the reactants needed to synthesize the given product. (1) Given the product [CH2:1]([O:8][C:9]1[CH:14]=[CH:13][C:12]([C:15]2[N:16]=[CH:17][N:18]([C:37]([N:36]([CH:33]3[CH2:34][CH2:35][N:30]([C:27]4[CH:26]=[CH:25][C:24]([O:23][CH3:22])=[CH:29][CH:28]=4)[CH2:31][CH2:32]3)[CH3:40])=[O:38])[CH:19]=2)=[CH:11][CH:10]=1)[C:2]1[CH:3]=[CH:4][CH:5]=[CH:6][CH:7]=1, predict the reactants needed to synthesize it. The reactants are: [CH2:1]([O:8][C:9]1[CH:14]=[CH:13][C:12]([C:15]2[N:16]=[CH:17][NH:18][CH:19]=2)=[CH:11][CH:10]=1)[C:2]1[CH:7]=[CH:6][CH:5]=[CH:4][CH:3]=1.[H-].[Na+].[CH3:22][O:23][C:24]1[CH:29]=[CH:28][C:27]([N:30]2[CH2:35][CH2:34][CH:33]([N:36]([CH3:40])[C:37](Cl)=[O:38])[CH2:32][CH2:31]2)=[CH:26][CH:25]=1. (2) Given the product [Cl:1][C:2]1[N:3]=[C:4]([NH:22][CH3:21])[C:5]2[CH2:10][CH2:9][CH:8]([C:11]3[CH:16]=[CH:15][C:14]([F:17])=[C:13]([F:18])[CH:12]=3)[C:6]=2[N:7]=1, predict the reactants needed to synthesize it. The reactants are: [Cl:1][C:2]1[N:3]=[C:4](Cl)[C:5]2[CH2:10][CH2:9][CH:8]([C:11]3[CH:16]=[CH:15][C:14]([F:17])=[C:13]([F:18])[CH:12]=3)[C:6]=2[N:7]=1.C[CH2:21][N:22](C(C)C)C(C)C. (3) Given the product [Br:22][C:17]1[CH:16]=[C:15]([CH:20]=[CH:19][C:18]=1[O:21][CH2:27][CH2:26][CH3:28])[CH2:14][C@H:10]1[O:11][CH2:12][CH2:13][NH:8][CH2:9]1, predict the reactants needed to synthesize it. The reactants are: C([N:8]1[CH2:13][CH2:12][O:11][C@H:10]([CH2:14][C:15]2[CH:20]=[CH:19][C:18]([OH:21])=[C:17]([Br:22])[CH:16]=2)[CH2:9]1)(OC(C)(C)C)=O.C(N1CCO[C@H](CC2C=CC=C(C=CC3C=NC=CC=3)C=2)C1)(O[C:26](C)([CH3:28])[CH3:27])=O.ICCC.C(O)(C(F)(F)F)=O. (4) The reactants are: [CH2:1]([N:8]1[C:13](=[O:14])[C:12]2=[CH:15][CH:16]=[CH:17][N:11]2[N:10]=[C:9]1[CH:18]([NH:21][CH:22]1[CH2:27][CH2:26][CH2:25][CH2:24][CH2:23]1)[CH2:19][CH3:20])[C:2]1[CH:7]=[CH:6][CH:5]=[CH:4][CH:3]=1.[C:28](Cl)(=[O:35])[C:29]1[CH:34]=[CH:33][CH:32]=[CH:31][CH:30]=1.C(N(CC)CC)C. Given the product [CH2:1]([N:8]1[C:13](=[O:14])[C:12]2=[CH:15][CH:16]=[CH:17][N:11]2[N:10]=[C:9]1[CH:18]([N:21]([CH:22]1[CH2:27][CH2:26][CH2:25][CH2:24][CH2:23]1)[C:28](=[O:35])[C:29]1[CH:34]=[CH:33][CH:32]=[CH:31][CH:30]=1)[CH2:19][CH3:20])[C:2]1[CH:3]=[CH:4][CH:5]=[CH:6][CH:7]=1, predict the reactants needed to synthesize it. (5) The reactants are: C([O:5][C:6]1[CH:7]=[C:8]([CH:38]=[CH:39][CH:40]=1)[CH2:9][O:10][CH2:11][CH2:12][CH2:13][CH2:14][C:15]([NH:31]S(C(C)(C)C)=O)([C:22]1[CH:27]=[CH:26][C:25]([C:28]#[N:29])=[C:24]([F:30])[CH:23]=1)[C:16]1[N:17]([CH3:21])[CH:18]=[N:19][CH:20]=1)(C)(C)C.Cl. Given the product [NH2:31][C:15]([C:22]1[CH:27]=[CH:26][C:25]([C:28]#[N:29])=[C:24]([F:30])[CH:23]=1)([C:16]1[N:17]([CH3:21])[CH:18]=[N:19][CH:20]=1)[CH2:14][CH2:13][CH2:12][CH2:11][O:10][CH2:9][C:8]1[CH:38]=[CH:39][CH:40]=[C:6]([OH:5])[CH:7]=1, predict the reactants needed to synthesize it. (6) Given the product [F:8][C:7]1[C:6](=[O:9])[N:5]2[CH2:10][CH2:11][C@@H:12]([C:14]([F:17])([F:16])[F:15])[NH:13][C:4]2=[N:3][C:2]=1[N:18]1[CH2:23][CH2:22][O:21][CH2:20][CH2:19]1, predict the reactants needed to synthesize it. The reactants are: Cl[C:2]1[N:3]=[C:4]2[NH:13][C@H:12]([C:14]([F:17])([F:16])[F:15])[CH2:11][CH2:10][N:5]2[C:6](=[O:9])[C:7]=1[F:8].[NH:18]1[CH2:23][CH2:22][O:21][CH2:20][CH2:19]1. (7) Given the product [OH:11][CH:12]([C:13]1[NH:15][C:5](=[O:7])[CH:4]=[CH:3][N:14]=1)[CH3:16], predict the reactants needed to synthesize it. The reactants are: [Na].O[CH:3]=[CH:4][C:5]([O:7]CC)=O.Cl.[OH:11][CH:12]([CH3:16])[C:13]([NH2:15])=[NH:14].C(O)(=O)C.